Dataset: Catalyst prediction with 721,799 reactions and 888 catalyst types from USPTO. Task: Predict which catalyst facilitates the given reaction. Reactant: [CH2:1]([O:3][C:4]1[C:13]2[C:8](=[CH:9][CH:10]=[CH:11][CH:12]=2)[C:7]([C:14]([OH:16])=O)=[CH:6][CH:5]=1)[CH3:2].C(Cl)(=O)C([Cl:20])=O. Product: [CH2:1]([O:3][C:4]1[C:13]2[C:8](=[CH:9][CH:10]=[CH:11][CH:12]=2)[C:7]([C:14]([Cl:20])=[O:16])=[CH:6][CH:5]=1)[CH3:2]. The catalyst class is: 2.